This data is from Full USPTO retrosynthesis dataset with 1.9M reactions from patents (1976-2016). The task is: Predict the reactants needed to synthesize the given product. (1) Given the product [CH3:1][O:2][C:3]1[CH:4]=[CH:5][C:6]([C:9]2[S:33][C:12]3[C:13](=[O:32])[N:14]([CH2:17][C:18]4[CH:23]=[CH:22][CH:21]=[C:20]([O:24][CH2:25][C@@H:26]5[CH2:31][CH2:30][CH2:29][CH2:28][N:27]5[CH3:34])[N:19]=4)[N:15]=[CH:16][C:11]=3[CH:10]=2)=[CH:7][CH:8]=1, predict the reactants needed to synthesize it. The reactants are: [CH3:1][O:2][C:3]1[CH:8]=[CH:7][C:6]([C:9]2[S:33][C:12]3[C:13](=[O:32])[N:14]([CH2:17][C:18]4[CH:23]=[CH:22][CH:21]=[C:20]([O:24][CH2:25][C@@H:26]5[CH2:31][CH2:30][CH2:29][CH2:28][NH:27]5)[N:19]=4)[N:15]=[CH:16][C:11]=3[CH:10]=2)=[CH:5][CH:4]=1.[CH2:34]=O. (2) Given the product [Cl:1][C:2]1[CH:3]=[CH:4][C:5]([S:9][CH2:10][C:11]2[CH:15]=[C:14]([N+:16]([O-:18])=[O:17])[NH:13][N:12]=2)=[C:6]([NH:7][S:28]([C:20]2[O:19][C:23]3[CH:24]=[CH:25][CH:26]=[CH:27][C:22]=3[CH:21]=2)(=[O:29])=[O:30])[CH:8]=1, predict the reactants needed to synthesize it. The reactants are: [Cl:1][C:2]1[CH:3]=[CH:4][C:5]([S:9][CH2:10][C:11]2[CH:15]=[C:14]([N+:16]([O-:18])=[O:17])[NH:13][N:12]=2)=[C:6]([CH:8]=1)[NH2:7].[O:19]1[C:23]2[CH:24]=[CH:25][CH:26]=[CH:27][C:22]=2[CH:21]=[C:20]1[S:28](Cl)(=[O:30])=[O:29]. (3) Given the product [C:24]([O:16][CH2:15][CH2:17][N:18]1[CH:7]=[CH:6][C:5]2[C:10](=[CH:11][CH:12]=[CH:13][C:4]=2[N+:1]([O-:3])=[O:2])[C:9]1=[O:14])(=[O:27])[CH3:25], predict the reactants needed to synthesize it. The reactants are: [N+:1]([C:4]1[CH:13]=[CH:12][CH:11]=[C:10]2[C:5]=1[CH:6]=[CH:7]O[C:9]2=[O:14])([O-:3])=[O:2].[CH2:15]([CH2:17][NH2:18])[OH:16].CCN([CH2:24][CH3:25])CC.C[OH:27]. (4) Given the product [F:67][C:61]1[N:62]=[CH:63][C:64]2[C:59]([CH:60]=1)=[CH:58][C:57]([C:2]1[S:6][C:5]([NH:7][CH2:8][C@@H:9]([NH:20][C:21](=[O:27])[O:22][C:23]([CH3:26])([CH3:25])[CH3:24])[CH2:10][N:11]3[CH:15]=[C:14]([C:16]([F:19])([F:18])[F:17])[N:13]=[CH:12]3)=[N:4][CH:3]=1)=[CH:66][CH:65]=2, predict the reactants needed to synthesize it. The reactants are: Br[C:2]1[S:6][C:5]([NH:7][CH2:8][C@@H:9]([NH:20][C:21](=[O:27])[O:22][C:23]([CH3:26])([CH3:25])[CH3:24])[CH2:10][N:11]2[CH:15]=[C:14]([C:16]([F:19])([F:18])[F:17])[N:13]=[CH:12]2)=[N:4][CH:3]=1.C([O-])([O-])=O.[Na+].[Na+].C(OC(N[C@@H](CC1C=NC(C(F)(F)F)=CC=1)CN(C1SC([C:57]2[CH:58]=[C:59]3[C:64](=[CH:65][CH:66]=2)[CH:63]=[N:62][C:61]([F:67])=[CH:60]3)=CN=1)C(=O)OC(C)(C)C)=O)(C)(C)C.O1CCOCC1. (5) Given the product [C:37]([C:7]1[C:16]2[C:11](=[CH:12][C:13]([F:17])=[CH:14][CH:15]=2)[N:10]([CH2:18][CH2:19][N:20]2[CH2:21][CH2:22][CH:23]([NH:26][C:27](=[O:28])[O:29][C:30]([CH3:32])([CH3:31])[CH3:33])[CH2:24][CH2:25]2)[C:9](=[O:34])[CH:8]=1)#[N:38], predict the reactants needed to synthesize it. The reactants are: FC(F)(F)S(O[C:7]1[C:16]2[C:11](=[CH:12][C:13]([F:17])=[CH:14][CH:15]=2)[N:10]([CH2:18][CH2:19][N:20]2[CH2:25][CH2:24][CH:23]([NH:26][C:27]([O:29][C:30]([CH3:33])([CH3:32])[CH3:31])=[O:28])[CH2:22][CH2:21]2)[C:9](=[O:34])[CH:8]=1)(=O)=O.[CH3:37][N:38](C=O)C. (6) Given the product [F:1][C:2]1[CH:7]=[CH:6][CH:5]=[CH:4][C:3]=1[N:8]1[C:16]2[C:11](=[C:12]([N:17]3[CH2:21][CH2:20][N:19]([CH2:26][C:27]4[O:28][CH:29]=[CH:30][N:31]=4)[C:18]3=[O:22])[CH:13]=[CH:14][CH:15]=2)[CH:10]=[N:9]1, predict the reactants needed to synthesize it. The reactants are: [F:1][C:2]1[CH:7]=[CH:6][CH:5]=[CH:4][C:3]=1[N:8]1[C:16]2[C:11](=[C:12]([N:17]3[CH2:21][CH2:20][NH:19][C:18]3=[O:22])[CH:13]=[CH:14][CH:15]=2)[CH:10]=[N:9]1.[H-].[Na+].Cl[CH2:26][C:27]1[O:28][CH:29]=[CH:30][N:31]=1.